Regression. Given two drug SMILES strings and cell line genomic features, predict the synergy score measuring deviation from expected non-interaction effect. From a dataset of NCI-60 drug combinations with 297,098 pairs across 59 cell lines. (1) Drug 1: CN1CCC(CC1)COC2=C(C=C3C(=C2)N=CN=C3NC4=C(C=C(C=C4)Br)F)OC. Drug 2: C#CCC(CC1=CN=C2C(=N1)C(=NC(=N2)N)N)C3=CC=C(C=C3)C(=O)NC(CCC(=O)O)C(=O)O. Cell line: SNB-19. Synergy scores: CSS=2.14, Synergy_ZIP=-1.000, Synergy_Bliss=0.790, Synergy_Loewe=-0.0628, Synergy_HSA=-0.0693. (2) Drug 2: CC1=C(C(=CC=C1)Cl)NC(=O)C2=CN=C(S2)NC3=CC(=NC(=N3)C)N4CCN(CC4)CCO. Cell line: HT29. Synergy scores: CSS=16.6, Synergy_ZIP=-1.89, Synergy_Bliss=1.77, Synergy_Loewe=3.77, Synergy_HSA=4.04. Drug 1: CC1CCC2CC(C(=CC=CC=CC(CC(C(=O)C(C(C(=CC(C(=O)CC(OC(=O)C3CCCCN3C(=O)C(=O)C1(O2)O)C(C)CC4CCC(C(C4)OC)O)C)C)O)OC)C)C)C)OC. (3) Drug 1: C1=NC2=C(N1)C(=S)N=CN2. Drug 2: C1CN(CCN1C(=O)CCBr)C(=O)CCBr. Cell line: NCI/ADR-RES. Synergy scores: CSS=32.3, Synergy_ZIP=-7.91, Synergy_Bliss=-6.74, Synergy_Loewe=-17.9, Synergy_HSA=-3.03. (4) Drug 1: CC(CN1CC(=O)NC(=O)C1)N2CC(=O)NC(=O)C2. Synergy scores: CSS=7.37, Synergy_ZIP=1.62, Synergy_Bliss=-0.790, Synergy_Loewe=-5.49, Synergy_HSA=-1.36. Drug 2: C(CN)CNCCSP(=O)(O)O. Cell line: RXF 393. (5) Drug 1: C1CN1P(=S)(N2CC2)N3CC3. Drug 2: C1CCC(C(C1)N)N.C(=O)(C(=O)[O-])[O-].[Pt+4]. Cell line: MDA-MB-231. Synergy scores: CSS=24.6, Synergy_ZIP=-10.6, Synergy_Bliss=-2.70, Synergy_Loewe=-1.29, Synergy_HSA=2.85. (6) Drug 1: C1=C(C(=O)NC(=O)N1)F. Drug 2: CC12CCC3C(C1CCC2OP(=O)(O)O)CCC4=C3C=CC(=C4)OC(=O)N(CCCl)CCCl.[Na+]. Cell line: T-47D. Synergy scores: CSS=27.3, Synergy_ZIP=-5.16, Synergy_Bliss=-9.47, Synergy_Loewe=-17.9, Synergy_HSA=-8.10.